This data is from Peptide-MHC class II binding affinity with 134,281 pairs from IEDB. The task is: Regression. Given a peptide amino acid sequence and an MHC pseudo amino acid sequence, predict their binding affinity value. This is MHC class II binding data. (1) The peptide sequence is GELQIVDKYDAAFKI. The MHC is DRB1_1201 with pseudo-sequence DRB1_1201. The binding affinity (normalized) is 0.480. (2) The peptide sequence is EVELREHGSDEWVAM. The MHC is DRB1_1501 with pseudo-sequence DRB1_1501. The binding affinity (normalized) is 0.168. (3) The peptide sequence is PANPGLIIGALA. The MHC is HLA-DQA10301-DQB10302 with pseudo-sequence HLA-DQA10301-DQB10302. The binding affinity (normalized) is 0.368. (4) The peptide sequence is YVDRFFKTLRAEQASQDV. The MHC is DRB5_0101 with pseudo-sequence DRB5_0101. The binding affinity (normalized) is 0.687. (5) The peptide sequence is HYPLHLRYYRITYGE. The MHC is DRB3_0202 with pseudo-sequence DRB3_0202. The binding affinity (normalized) is 0.187. (6) The MHC is HLA-DQA10103-DQB10603 with pseudo-sequence HLA-DQA10103-DQB10603. The binding affinity (normalized) is 0. The peptide sequence is MAMGTMAGCGYLMFLK. (7) The peptide sequence is IKEPTAAAIAYGLDR. The MHC is HLA-DQA10401-DQB10402 with pseudo-sequence HLA-DQA10401-DQB10402. The binding affinity (normalized) is 0.528. (8) The peptide sequence is MASHIHLVIHRIRTL. The MHC is DRB4_0103 with pseudo-sequence DRB4_0103. The binding affinity (normalized) is 0.750.